The task is: Predict the reactants needed to synthesize the given product.. This data is from Full USPTO retrosynthesis dataset with 1.9M reactions from patents (1976-2016). (1) Given the product [Cl:39][C:33]1[CH:34]=[CH:35][CH:36]=[C:37]([F:38])[C:32]=1[CH2:31][C:17]1[C:18]([C:25]2[CH:30]=[CH:29][CH:28]=[CH:27][CH:26]=2)=[C:19]2[N:24]([C:16]=1[C:14]([N:11]1[CH2:12][CH2:13][NH:8][CH2:9][CH2:10]1)=[O:15])[CH:23]=[CH:22][CH:21]=[CH:20]2, predict the reactants needed to synthesize it. The reactants are: C(OC([N:8]1[CH2:13][CH2:12][N:11]([C:14]([C:16]2[N:24]3[C:19]([CH:20]=[CH:21][CH:22]=[CH:23]3)=[C:18]([C:25]3[CH:30]=[CH:29][CH:28]=[CH:27][CH:26]=3)[C:17]=2[CH2:31][C:32]2[C:37]([F:38])=[CH:36][CH:35]=[CH:34][C:33]=2[Cl:39])=[O:15])[CH2:10][CH2:9]1)=O)(C)(C)C.Cl.O1CCOCC1. (2) Given the product [F:1][C:2]1[CH:7]=[CH:6][C:5]([NH:8][C:9]2[CH:14]=[CH:13][N:12]=[C:11]([NH:15][C:16]3[CH:17]=[CH:18][C:19]([S:22]([N:25]([CH3:32])[CH:26]4[CH2:31][CH2:30][N:29]([CH2:36][CH2:35][C:34]([F:39])([F:38])[F:33])[CH2:28][CH2:27]4)(=[O:23])=[O:24])=[CH:20][CH:21]=3)[N:10]=2)=[CH:4][CH:3]=1, predict the reactants needed to synthesize it. The reactants are: [F:1][C:2]1[CH:7]=[CH:6][C:5]([NH:8][C:9]2[CH:14]=[CH:13][N:12]=[C:11]([NH:15][C:16]3[CH:21]=[CH:20][C:19]([S:22]([N:25]([CH3:32])[CH:26]4[CH2:31][CH2:30][NH:29][CH2:28][CH2:27]4)(=[O:24])=[O:23])=[CH:18][CH:17]=3)[N:10]=2)=[CH:4][CH:3]=1.[F:33][C:34]([F:39])([F:38])[CH2:35][CH:36]=O.